This data is from Forward reaction prediction with 1.9M reactions from USPTO patents (1976-2016). The task is: Predict the product of the given reaction. (1) The product is: [CH3:15][C@H:10]1[CH2:11][O:12][CH2:13][CH2:14][N:9]1[C:7]1[CH:8]=[C:3]([CH2:2][O:1][S:40]([CH3:39])(=[O:42])=[O:41])[N:4]=[C:5]([C:16]2[CH:17]=[CH:18][C:19]([NH:22][C:23]([NH:25][C:26]3[CH:27]=[CH:28][CH:29]=[CH:30][CH:31]=3)=[O:24])=[CH:20][CH:21]=2)[N:6]=1. Given the reactants [OH:1][CH2:2][C:3]1[CH:8]=[C:7]([N:9]2[CH2:14][CH2:13][O:12][CH2:11][C@@H:10]2[CH3:15])[N:6]=[C:5]([C:16]2[CH:21]=[CH:20][C:19]([NH:22][C:23]([NH:25][C:26]3[CH:31]=[CH:30][CH:29]=[CH:28][CH:27]=3)=[O:24])=[CH:18][CH:17]=2)[N:4]=1.C(N(CC)CC)C.[CH3:39][S:40](Cl)(=[O:42])=[O:41], predict the reaction product. (2) Given the reactants C([C:4]1[C:8]([O:9][CH3:10])=[C:7]([C:11]2[CH:16]=[CH:15][C:14]([Cl:17])=[CH:13][CH:12]=2)[N:6]([C:18]2[CH:23]=[CH:22][CH:21]=[CH:20][C:19]=2[Cl:24])[N:5]=1)(O)=O.C1(P([N:39]=[N+]=[N-])(C2C=CC=CC=2)=O)C=CC=CC=1.[CH2:42]([OH:49])[C:43]1[CH:48]=[CH:47][CH:46]=[CH:45][CH:44]=1.[C:50](=[O:53])([O-])O.[Na+], predict the reaction product. The product is: [CH2:42]([O:49][C:50]([NH:39][C:4]1[C:8]([O:9][CH3:10])=[C:7]([C:11]2[CH:12]=[CH:13][C:14]([Cl:17])=[CH:15][CH:16]=2)[N:6]([C:18]2[CH:23]=[CH:22][CH:21]=[CH:20][C:19]=2[Cl:24])[N:5]=1)=[O:53])[C:43]1[CH:48]=[CH:47][CH:46]=[CH:45][CH:44]=1. (3) Given the reactants [OH:1][C:2]1[CH:10]=[C:9]([C:11]([F:14])([F:13])[F:12])[CH:8]=[CH:7][C:3]=1[C:4]([OH:6])=[O:5].C(=O)([O-])[O-].[K+].[K+].[CH2:21](I)[CH3:22].[CH2:24](O)[CH3:25], predict the reaction product. The product is: [CH2:24]([O:5][C:4](=[O:6])[C:3]1[CH:7]=[CH:8][C:9]([C:11]([F:12])([F:13])[F:14])=[CH:10][C:2]=1[O:1][CH2:21][CH3:22])[CH3:25]. (4) Given the reactants [CH2:1]1[CH2:21][N:20]2[C:4]3[C:5]([CH2:17][CH2:18][CH2:19]2)=[C:6]2[O:13][C:11](=[O:12])[C:10]([C:14]([OH:16])=[O:15])=[CH:9][C:7]2=[CH:8][C:3]=3[CH2:2]1.[C:22]([O:26][C:27](=[O:31])[CH:28]([NH2:30])[CH3:29])([CH3:25])([CH3:24])[CH3:23].CN(C(ON1N=NC2C=CC=CC1=2)=[N+](C)C)C.F[P-](F)(F)(F)(F)F.C(N(CC)CC)C, predict the reaction product. The product is: [CH2:1]1[CH2:21][N:20]2[C:4]3[C:5]([CH2:17][CH2:18][CH2:19]2)=[C:6]2[O:13][C:11](=[O:12])[C:10]([C:14]([OH:16])=[O:15])=[CH:9][C:7]2=[CH:8][C:3]=3[CH2:2]1.[C:22]([O:26][C:27](=[O:31])[CH:28]([NH2:30])[CH3:29])([CH3:25])([CH3:24])[CH3:23].